Dataset: Catalyst prediction with 721,799 reactions and 888 catalyst types from USPTO. Task: Predict which catalyst facilitates the given reaction. (1) Reactant: [CH2:1]([O:4][C:5]1[CH:10]=[CH:9][C:8]([CH2:11][C@H:12]([NH:16][C:17]([O:19][C:20]([CH3:23])([CH3:22])[CH3:21])=[O:18])[C:13]([OH:15])=O)=[CH:7][CH:6]=1)[CH:2]=[CH2:3].CN(C(ON1N=[N:39][C:34]2[CH:35]=[CH:36]C=[N:38][C:33]1=2)=[N+](C)C)C.F[P-](F)(F)(F)(F)F.CCN(C(C)C)C(C)C.Cl.NC1(C#N)CC1.Cl.C(OC(C)(C)C)=O. Product: [C:20]([O:19][C:17](=[O:18])[NH:16][C@H:12]([C:13](=[O:15])[NH:39][C:34]1([C:33]#[N:38])[CH2:36][CH2:35]1)[CH2:11][C:8]1[CH:7]=[CH:6][C:5]([O:4][CH2:1][CH:2]=[CH2:3])=[CH:10][CH:9]=1)([CH3:23])([CH3:22])[CH3:21]. The catalyst class is: 3. (2) Reactant: [NH2:1][C:2]1[CH:6]=[C:5]([C:7]([O:9][CH3:10])=[O:8])[NH:4][N:3]=1.[C:11](O[C:11]([O:13][C:14]([CH3:17])([CH3:16])[CH3:15])=[O:12])([O:13][C:14]([CH3:17])([CH3:16])[CH3:15])=[O:12].N1C=CN=C1. Product: [C:14]([O:13][C:11]([NH:1][C:2]1[CH:6]=[C:5]([C:7]([O:9][CH3:10])=[O:8])[NH:4][N:3]=1)=[O:12])([CH3:17])([CH3:16])[CH3:15]. The catalyst class is: 12. (3) Reactant: [CH2:1]([C:8]1[CH:20]=[CH:19][C:11]([O:12][CH2:13][C@@H:14]2[CH2:18][CH2:17][CH2:16][NH:15]2)=[CH:10][CH:9]=1)[C:2]1[CH:7]=[CH:6][CH:5]=[CH:4][CH:3]=1.CN(C=O)C.Br[CH2:27][CH2:28][C:29]([O:31][CH3:32])=[O:30].C(=O)([O-])[O-].[K+].[K+]. Product: [CH3:32][O:31][C:29](=[O:30])[CH2:28][CH2:27][N:15]1[CH2:16][CH2:17][CH2:18][C@H:14]1[CH2:13][O:12][C:11]1[CH:19]=[CH:20][C:8]([CH2:1][C:2]2[CH:3]=[CH:4][CH:5]=[CH:6][CH:7]=2)=[CH:9][CH:10]=1. The catalyst class is: 6. (4) Reactant: [Cl:1][C:2]1[C:3]([I:20])=[C:4]2[N:10]=[C:9]([C:11]3[CH:19]=[CH:18][C:14]([C:15]([OH:17])=O)=[CH:13][CH:12]=3)[NH:8][C:5]2=[N:6][CH:7]=1.[B-](F)(F)(F)F.CN(C(ON1C(=O)CCC1=O)=[N+](C)C)C.C(N(CC)CC)C.[NH:48]1[CH2:53][CH2:52][O:51][CH2:50][CH2:49]1.C(=O)(O)[O-].[Na+]. Product: [Cl:1][C:2]1[C:3]([I:20])=[C:4]2[N:10]=[C:9]([C:11]3[CH:12]=[CH:13][C:14]([C:15]([N:48]4[CH2:53][CH2:52][O:51][CH2:50][CH2:49]4)=[O:17])=[CH:18][CH:19]=3)[NH:8][C:5]2=[N:6][CH:7]=1. The catalyst class is: 3. (5) Reactant: C=O.[Br:3][C:4]1[CH:5]=[C:6]([CH2:11][N:12]([CH3:30])[C:13](=[O:29])[CH2:14][C:15]2([C:21]3[CH:26]=[CH:25][C:24]([F:27])=[C:23]([CH3:28])[CH:22]=3)[CH2:20][CH2:19][NH:18][CH2:17][CH2:16]2)[CH:7]=[C:8]([Br:10])[CH:9]=1.[C:31](O[BH-](OC(=O)C)OC(=O)C)(=O)C.[Na+]. Product: [Br:10][C:8]1[CH:7]=[C:6]([CH2:11][N:12]([CH3:30])[C:13](=[O:29])[CH2:14][C:15]2([C:21]3[CH:26]=[CH:25][C:24]([F:27])=[C:23]([CH3:28])[CH:22]=3)[CH2:20][CH2:19][N:18]([CH3:31])[CH2:17][CH2:16]2)[CH:5]=[C:4]([Br:3])[CH:9]=1. The catalyst class is: 578. (6) Reactant: [C:1](Cl)(=[O:8])[C:2]1[CH:7]=[CH:6][CH:5]=[CH:4][CH:3]=1.[CH2:10]([C:12]([CH2:17][OH:18])([CH2:15][OH:16])[CH2:13][CH3:14])[OH:11]. Product: [C:1]([OH:8])(=[O:11])[C:2]1[CH:7]=[CH:6][CH:5]=[CH:4][CH:3]=1.[C:1]([OH:8])(=[O:11])[C:2]1[CH:7]=[CH:6][CH:5]=[CH:4][CH:3]=1.[C:1]([OH:8])(=[O:11])[C:2]1[CH:7]=[CH:6][CH:5]=[CH:4][CH:3]=1.[CH2:10]([C:12]([CH2:17][OH:18])([CH2:15][OH:16])[CH2:13][CH3:14])[OH:11]. The catalyst class is: 66. (7) Reactant: [C:1]12([CH2:11]O)[CH2:10][CH:5]3[CH2:6][CH:7]([CH2:9][CH:3]([CH2:4]3)[CH2:2]1)[CH2:8]2.[CH3:13][C:14]1[C:18]([B:19]2[O:23][C:22]([CH3:25])([CH3:24])[C:21]([CH3:27])([CH3:26])[O:20]2)=[C:17]([CH3:28])[NH:16][N:15]=1.C(C=P(CCCC)(CCCC)CCCC)#N. Product: [CH3:13][C:14]1[C:18]([B:19]2[O:23][C:22]([CH3:24])([CH3:25])[C:21]([CH3:27])([CH3:26])[O:20]2)=[C:17]([CH3:28])[N:16]([CH2:11][C:1]23[CH2:10][CH:5]4[CH2:4][CH:3]([CH2:9][CH:7]([CH2:6]4)[CH2:8]2)[CH2:2]3)[N:15]=1. The catalyst class is: 11.